From a dataset of Full USPTO retrosynthesis dataset with 1.9M reactions from patents (1976-2016). Predict the reactants needed to synthesize the given product. Given the product [CH3:1][C:2]1[CH:11]=[CH:10][C:5]([C:6]([O:8][CH3:9])=[O:7])=[CH:4][C:3]=1[C:22]1[NH:26][N:25]=[CH:24][CH:23]=1, predict the reactants needed to synthesize it. The reactants are: [CH3:1][C:2]1[CH:11]=[CH:10][C:5]([C:6]([O:8][CH3:9])=[O:7])=[CH:4][C:3]=1B1OC(C)(C)C(C)(C)O1.I[C:22]1[NH:26][N:25]=[CH:24][CH:23]=1.C(Cl)Cl.